This data is from NCI-60 drug combinations with 297,098 pairs across 59 cell lines. The task is: Regression. Given two drug SMILES strings and cell line genomic features, predict the synergy score measuring deviation from expected non-interaction effect. (1) Drug 1: CC1CCCC2(C(O2)CC(NC(=O)CC(C(C(=O)C(C1O)C)(C)C)O)C(=CC3=CSC(=N3)C)C)C. Drug 2: COCCOC1=C(C=C2C(=C1)C(=NC=N2)NC3=CC=CC(=C3)C#C)OCCOC.Cl. Cell line: K-562. Synergy scores: CSS=27.3, Synergy_ZIP=21.5, Synergy_Bliss=27.0, Synergy_Loewe=-17.8, Synergy_HSA=15.2. (2) Drug 1: CCC1(C2=C(COC1=O)C(=O)N3CC4=CC5=C(C=CC(=C5CN(C)C)O)N=C4C3=C2)O.Cl. Drug 2: CC12CCC3C(C1CCC2OP(=O)(O)O)CCC4=C3C=CC(=C4)OC(=O)N(CCCl)CCCl.[Na+]. Cell line: ACHN. Synergy scores: CSS=45.0, Synergy_ZIP=-2.39, Synergy_Bliss=-6.34, Synergy_Loewe=-8.87, Synergy_HSA=-7.96. (3) Drug 1: C1C(C(OC1N2C=NC3=C2NC=NCC3O)CO)O. Drug 2: CC1C(C(CC(O1)OC2CC(CC3=C2C(=C4C(=C3O)C(=O)C5=CC=CC=C5C4=O)O)(C(=O)C)O)N)O. Cell line: UO-31. Synergy scores: CSS=47.2, Synergy_ZIP=0.0317, Synergy_Bliss=1.61, Synergy_Loewe=-54.3, Synergy_HSA=0.307. (4) Drug 1: C1CN(P(=O)(OC1)NCCCl)CCCl. Drug 2: CCC1(C2=C(COC1=O)C(=O)N3CC4=CC5=C(C=CC(=C5CN(C)C)O)N=C4C3=C2)O.Cl. Cell line: COLO 205. Synergy scores: CSS=25.3, Synergy_ZIP=-0.466, Synergy_Bliss=-0.620, Synergy_Loewe=-33.8, Synergy_HSA=-1.34.